From a dataset of NCI-60 drug combinations with 297,098 pairs across 59 cell lines. Regression. Given two drug SMILES strings and cell line genomic features, predict the synergy score measuring deviation from expected non-interaction effect. Drug 1: CN(C(=O)NC(C=O)C(C(C(CO)O)O)O)N=O. Drug 2: C1C(C(OC1N2C=NC3=C2NC=NCC3O)CO)O. Cell line: MDA-MB-435. Synergy scores: CSS=41.0, Synergy_ZIP=3.05, Synergy_Bliss=3.44, Synergy_Loewe=-2.89, Synergy_HSA=-1.45.